Dataset: Full USPTO retrosynthesis dataset with 1.9M reactions from patents (1976-2016). Task: Predict the reactants needed to synthesize the given product. (1) The reactants are: Cl[C:2]1[C:7]2=[CH:8][N:9]([CH2:11][C:12]3[CH:13]=[C:14]4[C:18](=[CH:19][CH:20]=3)[N:17]([CH3:21])[C:16]([CH3:22])=[CH:15]4)[N:10]=[C:6]2[CH:5]=[CH:4][N:3]=1.[NH2:23][CH2:24][C:25]1[CH:26]=[C:27]2[C:32](=[CH:33][CH:34]=1)[C:31]([NH2:35])=[N:30][CH:29]=[CH:28]2. Given the product [CH3:21][N:17]1[C:18]2[C:14](=[CH:13][C:12]([CH2:11][N:9]3[CH:8]=[C:7]4[C:2]([NH:23][CH2:24][C:25]5[CH:26]=[C:27]6[C:32](=[CH:33][CH:34]=5)[C:31]([NH2:35])=[N:30][CH:29]=[CH:28]6)=[N:3][CH:4]=[CH:5][C:6]4=[N:10]3)=[CH:20][CH:19]=2)[CH:15]=[C:16]1[CH3:22], predict the reactants needed to synthesize it. (2) The reactants are: [NH2:1][C:2]1[N:16]=[CH:15][C:14](Br)=[CH:13][C:3]=1[C:4]([NH:6][C:7]1[CH:12]=[CH:11][N:10]=[CH:9][CH:8]=1)=[O:5].C([C:22]1[C:27]([S:28](=[O:31])(=[O:30])[NH2:29])=[CH:26][CH:25]=[CH:24][C:23]=1B(O)O)(C)(C)C. Given the product [NH2:1][C:2]1[N:16]=[CH:15][C:14]([C:22]2[CH:23]=[CH:24][CH:25]=[CH:26][C:27]=2[S:28](=[O:30])(=[O:31])[NH:29][C:3]([CH3:13])([CH3:4])[CH3:2])=[CH:13][C:3]=1[C:4]([NH:6][C:7]1[CH:12]=[CH:11][N:10]=[CH:9][CH:8]=1)=[O:5], predict the reactants needed to synthesize it. (3) Given the product [F:38][C:13]1[CH:14]=[C:15]2[C:10](=[CH:11][CH:12]=1)[CH:9]=[C:8]([CH2:7][C:6]([OH:39])=[O:5])[C:17]([CH3:18])=[C:16]2[C:19]1[CH:20]=[CH:21][C:22]([S:25](=[O:36])(=[O:37])[NH:26][CH2:27][C:28]2[CH:29]=[CH:30][C:31]([O:34][CH3:35])=[CH:32][CH:33]=2)=[CH:23][CH:24]=1, predict the reactants needed to synthesize it. The reactants are: O.[OH-].[Li+].C[O:5][C:6](=[O:39])[CH2:7][C:8]1[C:17]([CH3:18])=[C:16]([C:19]2[CH:24]=[CH:23][C:22]([S:25](=[O:37])(=[O:36])[NH:26][CH2:27][C:28]3[CH:33]=[CH:32][C:31]([O:34][CH3:35])=[CH:30][CH:29]=3)=[CH:21][CH:20]=2)[C:15]2[C:10](=[CH:11][CH:12]=[C:13]([F:38])[CH:14]=2)[CH:9]=1.C1COCC1.O. (4) Given the product [F:8][C:4]1[CH:5]=[CH:6][CH:7]=[C:2]([F:1])[C:3]=1[CH:9]1[O:13][N:12]=[C:11]([C:14]2[N:15]=[C:16]([CH:19]3[CH2:24][O:23][NH:22][CH2:21][CH2:20]3)[S:17][CH:18]=2)[CH2:10]1, predict the reactants needed to synthesize it. The reactants are: [F:1][C:2]1[CH:7]=[CH:6][CH:5]=[C:4]([F:8])[C:3]=1[CH:9]1[O:13][N:12]=[C:11]([C:14]2[N:15]=[C:16]([CH:19]3[CH2:24][O:23][N:22](C(OCC)=O)[CH2:21][CH2:20]3)[S:17][CH:18]=2)[CH2:10]1.[OH-].[K+].Cl.[OH-].[Na+]. (5) Given the product [F:25][C:26]1[CH:31]=[CH:30][CH:29]=[CH:28][C:27]=1[N:32]1[C:40]2[C:35](=[C:36]([N:41]3[CH2:45][CH2:44][N:43]([CH2:46][C:47]([N:55]4[CH2:56][CH2:57][CH2:58][C@@H:53]([OH:52])[CH2:54]4)=[O:49])[C:42]3=[O:50])[CH:37]=[CH:38][CH:39]=2)[CH:34]=[N:33]1, predict the reactants needed to synthesize it. The reactants are: CN(C(ON1N=NC2C=CC=NC1=2)=[N+](C)C)C.F[P-](F)(F)(F)(F)F.[F:25][C:26]1[CH:31]=[CH:30][CH:29]=[CH:28][C:27]=1[N:32]1[C:40]2[C:35](=[C:36]([N:41]3[CH2:45][CH2:44][N:43]([CH2:46][C:47]([OH:49])=O)[C:42]3=[O:50])[CH:37]=[CH:38][CH:39]=2)[CH:34]=[N:33]1.Cl.[OH:52][C@@H:53]1[CH2:58][CH2:57][CH2:56][NH:55][CH2:54]1.